This data is from Forward reaction prediction with 1.9M reactions from USPTO patents (1976-2016). The task is: Predict the product of the given reaction. (1) Given the reactants [CH2:1]([O:8][C:9](=[O:32])[CH2:10][C@@H:11]([NH:24][C:25](OC(C)(C)C)=O)[C:12]([NH:14][C@H:15]([C:20](=[O:23])[NH:21][CH3:22])[C:16]([CH3:19])([CH3:18])[CH3:17])=[O:13])[C:2]1[CH:7]=[CH:6][CH:5]=[CH:4][CH:3]=1.F[C:34](F)(F)[C:35](O)=O.[CH3:40][NH:41][C:42](=O)[C@H:43]([C:45]([CH3:48])(C)[CH3:46])N.CN(C(ON1N=N[C:60]2[CH:61]=[CH:62][CH:63]=[CH:64][C:59]1=2)=[N+](C)C)C.[B-](F)(F)(F)F, predict the reaction product. The product is: [CH2:1]([O:8][C:9](=[O:32])[CH2:10][C@@H:11]([N:24]1[CH:59]=[CH:64][C:63]([C:62]2[CH:61]=[CH:60][C:46]([C:45]3[CH:48]=[CH:40][N:41]=[CH:42][CH:43]=3)=[CH:35][CH:34]=2)=[CH:25]1)[C:12]([NH:14][C@H:15]([C:20](=[O:23])[NH:21][CH3:22])[C:16]([CH3:19])([CH3:17])[CH3:18])=[O:13])[C:2]1[CH:7]=[CH:6][CH:5]=[CH:4][CH:3]=1. (2) The product is: [Cl:1][C:2]1[CH:3]=[CH:4][C:5]([CH2:6][C:7]2[C:16]([OH:17])=[C:15]([C:18]([OH:20])=[O:19])[C:14]3[C:9](=[C:10]([CH3:21])[CH:11]=[CH:12][CH:13]=3)[N:8]=2)=[CH:27][CH:28]=1. Given the reactants [Cl:1][C:2]1[CH:28]=[CH:27][C:5]([CH2:6][C:7]2[C:16]([OH:17])=[C:15]([C:18]([OH:20])=[O:19])[C:14]3[C:9](=[C:10]([C:21]4C=CC=CC=4)[CH:11]=[CH:12][CH:13]=3)[N:8]=2)=[CH:4][CH:3]=1.CC1C=CC=C2C=1NC(=O)C2=O.C(OCC(=O)CC1C=CC(Cl)=CC=1)(=O)C, predict the reaction product.